This data is from Reaction yield outcomes from USPTO patents with 853,638 reactions. The task is: Predict the reaction yield, written as a fraction of the theoretical maximum amount of product (1.0 means a 100% yield; for example, 0.34 means a 34% yield). (1) The reactants are [F:1][CH:2]([CH2:8][C:9]1[CH:14]=[CH:13][C:12]([O:15][CH2:16][C:17]2[CH:22]=[CH:21][C:20]([CH2:23][N:24]([CH2:36][CH2:37][C:38]3[CH:43]=[CH:42][CH:41]=[CH:40][CH:39]=3)[C:25]3[S:26][CH:27]=[C:28]([C:30]4[CH:35]=[CH:34][CH:33]=[CH:32][CH:31]=4)[N:29]=3)=[CH:19][CH:18]=2)=[CH:11][CH:10]=1)[C:3]([O:5]CC)=[O:4].O1CCCC1.O.[OH-].[Li+].Cl. The catalyst is O.CO. The product is [F:1][CH:2]([CH2:8][C:9]1[CH:10]=[CH:11][C:12]([O:15][CH2:16][C:17]2[CH:22]=[CH:21][C:20]([CH2:23][N:24]([CH2:36][CH2:37][C:38]3[CH:39]=[CH:40][CH:41]=[CH:42][CH:43]=3)[C:25]3[S:26][CH:27]=[C:28]([C:30]4[CH:31]=[CH:32][CH:33]=[CH:34][CH:35]=4)[N:29]=3)=[CH:19][CH:18]=2)=[CH:13][CH:14]=1)[C:3]([OH:5])=[O:4]. The yield is 0.680. (2) The reactants are [CH2:1]([N:8]1[CH2:14][CH:13]2[C:15]([C:17]3[CH:18]=[C:19]([CH:22]=[CH:23][CH:24]=3)[C:20]#[N:21])([OH:16])[CH:10]([CH2:11][CH2:12]2)[CH2:9]1)[C:2]1[CH:7]=[CH:6][CH:5]=[CH:4][CH:3]=1.C(=O)([O-])[O-:26].[K+].[K+].OO. The catalyst is CS(C)=O. The product is [CH2:1]([N:8]1[CH2:9][CH:10]2[C:15]([C:17]3[CH:18]=[C:19]([CH:22]=[CH:23][CH:24]=3)[C:20]([NH2:21])=[O:26])([OH:16])[CH:13]([CH2:12][CH2:11]2)[CH2:14]1)[C:2]1[CH:3]=[CH:4][CH:5]=[CH:6][CH:7]=1. The yield is 0.860.